Dataset: Merck oncology drug combination screen with 23,052 pairs across 39 cell lines. Task: Regression. Given two drug SMILES strings and cell line genomic features, predict the synergy score measuring deviation from expected non-interaction effect. (1) Drug 1: NC1CCCCC1N.O=C(O)C(=O)O.[Pt+2]. Drug 2: CNC(=O)c1cc(Oc2ccc(NC(=O)Nc3ccc(Cl)c(C(F)(F)F)c3)cc2)ccn1. Cell line: SW620. Synergy scores: synergy=-7.63. (2) Drug 1: Cn1nnc2c(C(N)=O)ncn2c1=O. Drug 2: O=C(O)C1(Cc2cccc(Nc3nccs3)n2)CCC(Oc2cccc(Cl)c2F)CC1. Cell line: A2780. Synergy scores: synergy=-2.50. (3) Cell line: OV90. Drug 2: C=CCn1c(=O)c2cnc(Nc3ccc(N4CCN(C)CC4)cc3)nc2n1-c1cccc(C(C)(C)O)n1. Drug 1: O=S1(=O)NC2(CN1CC(F)(F)F)C1CCC2Cc2cc(C=CCN3CCC(C(F)(F)F)CC3)ccc2C1. Synergy scores: synergy=-4.64. (4) Drug 1: CN(Cc1cnc2nc(N)nc(N)c2n1)c1ccc(C(=O)NC(CCC(=O)O)C(=O)O)cc1. Drug 2: Cn1cc(-c2cnn3c(N)c(Br)c(C4CCCNC4)nc23)cn1. Cell line: A427. Synergy scores: synergy=2.77. (5) Drug 1: O=C(O)C1(Cc2cccc(Nc3nccs3)n2)CCC(Oc2cccc(Cl)c2F)CC1. Drug 2: O=C(NOCC(O)CO)c1ccc(F)c(F)c1Nc1ccc(I)cc1F. Cell line: COLO320DM. Synergy scores: synergy=-31.4. (6) Drug 1: NC1(c2ccc(-c3nc4ccn5c(=O)[nH]nc5c4cc3-c3ccccc3)cc2)CCC1. Drug 2: CC1(c2nc3c(C(N)=O)cccc3[nH]2)CCCN1. Cell line: NCIH23. Synergy scores: synergy=-1.18. (7) Drug 1: CN(C)C(=N)N=C(N)N. Drug 2: CC1(c2nc3c(C(N)=O)cccc3[nH]2)CCCN1. Cell line: MDAMB436. Synergy scores: synergy=1.04. (8) Drug 1: COc1cc(C2c3cc4c(cc3C(OC3OC5COC(C)OC5C(O)C3O)C3COC(=O)C23)OCO4)cc(OC)c1O. Drug 2: O=C(CCCCCCC(=O)Nc1ccccc1)NO. Cell line: LOVO. Synergy scores: synergy=10.3. (9) Drug 1: O=C(NOCC(O)CO)c1ccc(F)c(F)c1Nc1ccc(I)cc1F. Drug 2: CC1(c2nc3c(C(N)=O)cccc3[nH]2)CCCN1. Cell line: A2058. Synergy scores: synergy=3.76. (10) Drug 2: Cc1nc(Nc2ncc(C(=O)Nc3c(C)cccc3Cl)s2)cc(N2CCN(CCO)CC2)n1. Drug 1: CC(=O)OC1C(=O)C2(C)C(O)CC3OCC3(OC(C)=O)C2C(OC(=O)c2ccccc2)C2(O)CC(OC(=O)C(O)C(NC(=O)c3ccccc3)c3ccccc3)C(C)=C1C2(C)C. Cell line: PA1. Synergy scores: synergy=5.04.